Dataset: Reaction yield outcomes from USPTO patents with 853,638 reactions. Task: Predict the reaction yield, written as a fraction of the theoretical maximum amount of product (1.0 means a 100% yield; for example, 0.34 means a 34% yield). (1) The reactants are Cl[CH2:2][CH2:3][CH:4]=[C:5]1[C:11]2[CH:12]=[CH:13][CH:14]=[CH:15][C:10]=2[CH2:9][O:8][C:7]2[CH:16]=[CH:17][CH:18]=[CH:19][C:6]1=2.S(Cl)(Cl)=O.[CH3:24][NH:25][CH3:26].Cl. The catalyst is O1CCCC1.C(O)C.O. The product is [CH3:24][N:25]([CH3:26])[CH2:2][CH2:3][CH:4]=[C:5]1[C:11]2[CH:12]=[CH:13][CH:14]=[CH:15][C:10]=2[CH2:9][O:8][C:7]2[CH:16]=[CH:17][CH:18]=[CH:19][C:6]1=2. The yield is 0.735. (2) The reactants are [Cl:1][C:2]1[N:7]=[C:6]([CH3:8])[N:5]=[C:4]([NH2:9])[CH:3]=1.N1C=CC=CC=1.[C:16](OC(=O)C)(=[O:18])[CH3:17]. The catalyst is C([O-])(O)=O.[Na+]. The product is [Cl:1][C:2]1[N:7]=[C:6]([CH3:8])[N:5]=[C:4]([NH:9][C:16](=[O:18])[CH3:17])[CH:3]=1. The yield is 0.710. (3) The reactants are [CH:1]1([C:5]2[O:9][N:8]=[C:7]([C:10]3[C:15]([Cl:16])=[CH:14][N:13]=[CH:12][C:11]=3[Cl:17])[C:6]=2[CH2:18][O:19][C:20]2[CH:25]=[CH:24][C:23]([C:26]3[CH:27]=[C:28]4[C:33](=[CH:34][CH:35]=3)[N:32]=[C:31]([C:36]([O:38]C)=[O:37])[CH:30]=[CH:29]4)=[CH:22][CH:21]=2)[CH2:4][CH2:3][CH2:2]1.O1CCCC1.[OH-].[Na+].Cl. The catalyst is CO. The product is [CH:1]1([C:5]2[O:9][N:8]=[C:7]([C:10]3[C:11]([Cl:17])=[CH:12][N:13]=[CH:14][C:15]=3[Cl:16])[C:6]=2[CH2:18][O:19][C:20]2[CH:25]=[CH:24][C:23]([C:26]3[CH:27]=[C:28]4[C:33](=[CH:34][CH:35]=3)[N:32]=[C:31]([C:36]([OH:38])=[O:37])[CH:30]=[CH:29]4)=[CH:22][CH:21]=2)[CH2:2][CH2:3][CH2:4]1. The yield is 0.520. (4) The yield is 0.370. The reactants are [CH3:1][C:2]1[C:6]([CH2:7][N:8]2[CH:12]=[C:11]([N:13]3[C:17](=[O:18])[CH2:16][NH:15][C:14]3=[O:19])[CH:10]=[N:9]2)=[C:5]([CH3:20])[O:4][N:3]=1.Br[CH2:22][C:23]1[CH:28]=[CH:27][CH:26]=[CH:25][C:24]=1[C:29]([F:32])([F:31])[F:30]. No catalyst specified. The product is [CH3:1][C:2]1[C:6]([CH2:7][N:8]2[CH:12]=[C:11]([N:13]3[C:17](=[O:18])[CH2:16][N:15]([CH2:22][C:23]4[CH:28]=[CH:27][CH:26]=[CH:25][C:24]=4[C:29]([F:30])([F:31])[F:32])[C:14]3=[O:19])[CH:10]=[N:9]2)=[C:5]([CH3:20])[O:4][N:3]=1. (5) The reactants are [N+:1]([C:4]1[C:9]([CH:10]=O)=[CH:8][C:7]([O:12][CH3:13])=[C:6]([O:14][CH3:15])[CH:5]=1)([O-:3])=[O:2].[C:16]([CH2:18][C:19]([O:21][CH3:22])=[O:20])#[N:17].N1CCCCC1. The catalyst is CO. The product is [C:16]([C:18](=[CH:10][C:9]1[CH:8]=[C:7]([O:12][CH3:13])[C:6]([O:14][CH3:15])=[CH:5][C:4]=1[N+:1]([O-:3])=[O:2])[C:19]([O:21][CH3:22])=[O:20])#[N:17]. The yield is 0.780. (6) The reactants are [C:1]([C:5]1[CH:10]=[CH:9][CH:8]=[CH:7][C:6]=1[N:11]1[CH2:16][CH2:15][N:14]([C:17]([C:19]2[CH:20]=[N:21][C:22](Cl)=[CH:23][CH:24]=2)=[O:18])[CH2:13][CH2:12]1)([CH3:4])([CH3:3])[CH3:2].[C:26]([O:30][CH2:31][CH3:32])(=[O:29])[CH2:27][SH:28].C(=O)([O-])[O-].[K+].[K+].CN(C)C=O. The catalyst is O. The product is [C:1]([C:5]1[CH:10]=[CH:9][CH:8]=[CH:7][C:6]=1[N:11]1[CH2:16][CH2:15][N:14]([C:17]([C:19]2[CH:24]=[CH:23][C:22]([S:28][CH2:27][C:26]([O:30][CH2:31][CH3:32])=[O:29])=[N:21][CH:20]=2)=[O:18])[CH2:13][CH2:12]1)([CH3:4])([CH3:3])[CH3:2]. The yield is 0.590. (7) The reactants are C[Si](C)(C)CCOC[N:7]1[C:11]2[N:12]=[CH:13][N:14]=[C:15]([C:16]3[CH:17]=[N:18][N:19]([C@@H:21]([CH3:25])[CH2:22][C:23]#[N:24])[CH:20]=3)[C:10]=2[CH:9]=[CH:8]1.C(#N)C.F[B-](F)(F)F.[Li+].[OH-].[NH4+]. The catalyst is O. The product is [N:12]1[C:11]2[NH:7][CH:8]=[CH:9][C:10]=2[C:15]([C:16]2[CH:17]=[N:18][N:19]([C@@H:21]([CH3:25])[CH2:22][C:23]#[N:24])[CH:20]=2)=[N:14][CH:13]=1. The yield is 0.790. (8) The reactants are [NH2:1][CH:2]([C:10]([OH:12])=[O:11])[CH2:3][C:4]1[CH:9]=[CH:8][CH:7]=[CH:6][CH:5]=1.[CH3:13][CH2:14][CH2:15][CH2:16][CH2:17][CH2:18][CH2:19][CH2:20][CH2:21][CH2:22][CH:23](O)[CH3:24].CC1C=CC(S(O)(=O)=O)=CC=1. The catalyst is C1(C)C=CC=CC=1. The product is [NH2:1][CH:2]([CH2:3][C:4]1[CH:9]=[CH:8][CH:7]=[CH:6][CH:5]=1)[C:10]([O:12][CH2:24][CH2:23][CH2:22][CH2:21][CH2:20][CH2:19][CH2:18][CH2:17][CH2:16][CH2:15][CH2:14][CH3:13])=[O:11]. The yield is 0.891.